From a dataset of Reaction yield outcomes from USPTO patents with 853,638 reactions. Predict the reaction yield, written as a fraction of the theoretical maximum amount of product (1.0 means a 100% yield; for example, 0.34 means a 34% yield). The reactants are [C:1]([O:9][CH2:10][CH3:11])(=[O:8])[CH2:2][C:3]([O:5][CH2:6][CH3:7])=[O:4].[H-].[Na+].Cl[C:15]1[CH:20]=[CH:19][C:18]([O:21][CH3:22])=[CH:17][C:16]=1[N+:23]([O-:25])=[O:24]. The catalyst is CS(C)=O.CCCCCC. The product is [CH3:22][O:21][C:18]1[CH:19]=[CH:20][C:15]([CH:2]([C:3]([O:5][CH2:6][CH3:7])=[O:4])[C:1]([O:9][CH2:10][CH3:11])=[O:8])=[C:16]([N+:23]([O-:25])=[O:24])[CH:17]=1. The yield is 0.340.